This data is from Catalyst prediction with 721,799 reactions and 888 catalyst types from USPTO. The task is: Predict which catalyst facilitates the given reaction. (1) The catalyst class is: 2. Reactant: [NH2:1][C:2]1[CH:3]=[C:4]2[C:12](=[CH:13][CH:14]=1)[N:11]([CH2:15][C:16]1[CH:21]=[CH:20][C:19]([F:22])=[CH:18][CH:17]=1)[C:10]1[CH:9]=[C:8]([C:23]3[C:24]([CH3:29])=[N:25][O:26][C:27]=3[CH3:28])[CH:7]=[C:6]([C:30]([NH2:32])=[O:31])[C:5]2=1.[Cl:33][CH2:34][CH2:35][CH2:36][S:37](Cl)(=[O:39])=[O:38]. Product: [Cl:33][CH2:34][CH2:35][CH2:36][S:37]([NH:1][C:2]1[CH:3]=[C:4]2[C:12](=[CH:13][CH:14]=1)[N:11]([CH2:15][C:16]1[CH:21]=[CH:20][C:19]([F:22])=[CH:18][CH:17]=1)[C:10]1[CH:9]=[C:8]([C:23]3[C:24]([CH3:29])=[N:25][O:26][C:27]=3[CH3:28])[CH:7]=[C:6]([C:30]([NH2:32])=[O:31])[C:5]2=1)(=[O:39])=[O:38]. (2) Reactant: [Br:1][C:2]1[O:3][CH:4]=[C:5]([C:7]([O:9]CC)=[O:8])[N:6]=1.[OH-].[Li+]. Product: [Br:1][C:2]1[O:3][CH:4]=[C:5]([C:7]([OH:9])=[O:8])[N:6]=1. The catalyst class is: 87. (3) Reactant: [CH3:1][C:2]1([CH3:15])[CH:8]2[CH:9]3[CH2:12][CH2:13][CH:7]2[C:6]([CH3:14])([C:10]3=[CH2:11])[CH2:5][CH2:4][CH2:3]1.C(O)(=[O:18])C. Product: [CH3:9][C:10]1([CH3:11])[CH:12]2[C:3]3([CH2:14][CH:6]1[CH2:5][CH2:4]3)[C:2]([CH3:15])([CH3:1])[CH2:8][CH2:7][C:13]2=[O:18]. The catalyst class is: 11. (4) Reactant: C([O:3][C:4]([C:6]1[C:10]([CH3:11])=[CH:9][NH:8][C:7]=1[CH2:12][CH2:13][NH:14][CH2:15][CH2:16][N:17]([CH2:20][CH3:21])[CH2:18][CH3:19])=O)C.C[Al](C)C.Cl.[OH-].[Na+]. Product: [CH2:18]([N:17]([CH2:20][CH3:21])[CH2:16][CH2:15][N:14]1[CH2:13][CH2:12][C:7]2[NH:8][CH:9]=[C:10]([CH3:11])[C:6]=2[C:4]1=[O:3])[CH3:19]. The catalyst class is: 93. (5) Reactant: [N+:1]([C:4]1[CH:12]=[CH:11][CH:10]=[C:9]2[C:5]=1[CH2:6][N:7]([CH:14]1[CH2:19][CH:18]([O:20][C:21](=[O:23])[CH3:22])[C:17](=[O:24])[NH:16][C:15]1=[O:25])[C:8]2=[O:13])([O-])=O. Product: [NH2:1][C:4]1[CH:12]=[CH:11][CH:10]=[C:9]2[C:5]=1[CH2:6][N:7]([CH:14]1[CH2:19][CH:18]([O:20][C:21](=[O:23])[CH3:22])[C:17](=[O:24])[NH:16][C:15]1=[O:25])[C:8]2=[O:13]. The catalyst class is: 19. (6) Reactant: [CH:1]([Mg]Cl)([CH3:3])[CH3:2].[F:6][C:7]1[CH:12]=[C:11]([C:13]([F:16])([F:15])[F:14])[CH:10]=[CH:9][C:8]=1[C:17]1[C:18]2[C:25](=[O:26])[CH2:24][CH2:23][C:19]=2[CH:20]=[N:21][CH:22]=1. Product: [F:6][C:7]1[CH:12]=[C:11]([C:13]([F:16])([F:15])[F:14])[CH:10]=[CH:9][C:8]=1[C:17]1[C:18]2[C:25]([CH:1]([CH3:3])[CH3:2])([OH:26])[CH2:24][CH2:23][C:19]=2[CH:20]=[N:21][CH:22]=1. The catalyst class is: 1. (7) Reactant: [C:1]([O:5][C:6]([N:8]1[CH2:13][CH2:12][CH2:11][CH2:10][C@@H:9]1[C:14](=O)[NH2:15])=[O:7])([CH3:4])([CH3:3])[CH3:2].COC1C=CC(P2(SP(C3C=CC(OC)=CC=3)(=S)S2)=[S:26])=CC=1. Product: [C:1]([O:5][C:6]([N:8]1[CH2:13][CH2:12][CH2:11][CH2:10][C@@H:9]1[C:14](=[S:26])[NH2:15])=[O:7])([CH3:4])([CH3:3])[CH3:2]. The catalyst class is: 12.